From a dataset of Peptide-MHC class I binding affinity with 185,985 pairs from IEDB/IMGT. Regression. Given a peptide amino acid sequence and an MHC pseudo amino acid sequence, predict their binding affinity value. This is MHC class I binding data. (1) The peptide sequence is KPIMSMGDII. The MHC is HLA-B07:02 with pseudo-sequence HLA-B07:02. The binding affinity (normalized) is 0.827. (2) The peptide sequence is RIYKTIKQY. The MHC is HLA-A26:01 with pseudo-sequence HLA-A26:01. The binding affinity (normalized) is 0.0847. (3) The peptide sequence is MRYFIGQPL. The MHC is HLA-B27:20 with pseudo-sequence HLA-B27:20. The binding affinity (normalized) is 1.00. (4) The peptide sequence is YFSFKKCLVY. The MHC is HLA-A03:01 with pseudo-sequence HLA-A03:01. The binding affinity (normalized) is 0.677.